Task: Predict the reactants needed to synthesize the given product.. Dataset: Full USPTO retrosynthesis dataset with 1.9M reactions from patents (1976-2016) (1) Given the product [CH3:1][CH:2]1[CH2:8][C:7]2[CH:9]=[C:10]3[O:15][CH2:14][O:13][C:11]3=[CH:12][C:6]=2[C:5]([C:16]2[CH:21]=[CH:20][C:19]([N+:22]([O-:24])=[O:23])=[CH:18][CH:17]=2)=[N:4][N:3]1[C:25]1[N:26]=[CH:29][O:28][N:27]=1, predict the reactants needed to synthesize it. The reactants are: [CH3:1][CH:2]1[CH2:8][C:7]2[CH:9]=[C:10]3[O:15][CH2:14][O:13][C:11]3=[CH:12][C:6]=2[C:5]([C:16]2[CH:21]=[CH:20][C:19]([N+:22]([O-:24])=[O:23])=[CH:18][CH:17]=2)=[N:4][N:3]1[C:25](=[N:27][OH:28])[NH2:26].[CH:29](OCC)(OCC)OCC.Cl. (2) Given the product [F:1][C:2]1[C:3]([CH3:27])=[C:4]([C:8]2([C:24]([NH:57][OH:56])=[O:26])[CH2:13][CH:12]=[C:11]([C:14]3[CH:15]=[C:16]4[C:21](=[CH:22][CH:23]=3)[N:20]=[CH:19][CH:18]=[N:17]4)[CH2:10][CH2:9]2)[CH:5]=[CH:6][CH:7]=1, predict the reactants needed to synthesize it. The reactants are: [F:1][C:2]1[C:3]([CH3:27])=[C:4]([C:8]2([C:24]([OH:26])=O)[CH2:13][CH:12]=[C:11]([C:14]3[CH:15]=[C:16]4[C:21](=[CH:22][CH:23]=3)[N:20]=[CH:19][CH:18]=[N:17]4)[CH2:10][CH2:9]2)[CH:5]=[CH:6][CH:7]=1.CN(C(F)=[N+](C)C)C.F[P-](F)(F)(F)(F)F.CCN(CC)CC.O1CCCCC1[O:56][NH2:57].Cl. (3) Given the product [CH2:17]([O:3][C:4]1[CH:13]=[CH:12][C:11]2[C:6](=[CH:7][CH:8]=[CH:9][CH:10]=2)[C:5]=1[CH:14]=[O:15])[CH2:18][CH2:19][CH3:20], predict the reactants needed to synthesize it. The reactants are: [H-].[Na+].[OH:3][C:4]1[CH:13]=[CH:12][C:11]2[C:6](=[CH:7][CH:8]=[CH:9][CH:10]=2)[C:5]=1[CH:14]=[O:15].I[CH2:17][CH2:18][CH2:19][CH3:20].[Cl-].[NH4+]. (4) Given the product [CH2:1]([O:8][C:9]1[CH:10]=[C:11]([CH:16]=[C:17]([O:19][C@@H:42]([CH3:43])[CH2:41][O:40][CH3:39])[CH:18]=1)[C:12]([O:14][CH3:15])=[O:13])[C:2]1[CH:3]=[CH:4][CH:5]=[CH:6][CH:7]=1, predict the reactants needed to synthesize it. The reactants are: [CH2:1]([O:8][C:9]1[CH:10]=[C:11]([CH:16]=[C:17]([OH:19])[CH:18]=1)[C:12]([O:14][CH3:15])=[O:13])[C:2]1[CH:7]=[CH:6][CH:5]=[CH:4][CH:3]=1.C1(P(C2C=CC=CC=2)C2C=CC=CC=2)C=CC=CC=1.[CH3:39][O:40][CH2:41][C@H:42](O)[CH3:43].CC(OC(/N=N/C(OC(C)C)=O)=O)C. (5) Given the product [Cl:1][C:2]1[C:11]2[C:6](=[CH:7][C:8]([N:12]([CH3:13])[CH3:14])=[CH:9][CH:10]=2)[N:5]=[C:4]([CH2:15][OH:16])[CH:3]=1, predict the reactants needed to synthesize it. The reactants are: [Cl:1][C:2]1[C:11]2[C:6](=[CH:7][C:8]([N:12]([CH3:14])[CH3:13])=[CH:9][CH:10]=2)[N:5]=[C:4]([CH:15]=[O:16])[CH:3]=1.[BH4-].[Na+].